From a dataset of Drug-target binding data from BindingDB using Ki measurements. Regression. Given a target protein amino acid sequence and a drug SMILES string, predict the binding affinity score between them. We predict pKi (pKi = -log10(Ki in M); higher means stronger inhibition). Dataset: bindingdb_ki. (1) The drug is CCOc1ccc2ccc(=O)oc2c1C(C)=O. The target protein sequence is LPLPFFNMDTSHWPQGIGLAKAVEPSKPVPVTERKPRPQKEQAINCPRCNSTNTKFCYYNNYSLSQPRYFCKTCRRYWTDGGSLRNVPVGGGSRKNKRSNSSSNNSSSSTSSSYKKIPDLTIPTSSSTQNPKIINEPHDLNLTFNPSTTSNFSNISEFMALPLMNPNSTTSFMSSIMPQISDSNNIMYSSSSTGLPNLHDLKPTLNFSLDGFDNNNGYGSLQGETAGAKLFFPL. The pKi is 9.0. (2) The target protein sequence is MEMEKEFEQIDKSGSWAAIYQDIRHEASDFPCRVAKLPKNKNRNRYRDVSPFDHSRIKLHQEDNDYINASLIKMEEAQRSYILTQGPLPNTCGHFWEMVWEQKSRGVVMLNRVMEKGSLKCAQYWPQKEEKEMIFEDTNLKLTLISEDIKSYYTVRQLELENLTTQETREILHFHYTTWPDFGVPESPASFLNFLFKVRESGSLSPEHGPVVVHCSAGIGRSGTFCLADTCLLLMDKRKDPSSVDIKKVLLEMRKFRMGLIQTADQLRFSYLAVIEGAKFIMGDSSVQDQWKELSHEDLEP. The drug is O=C(/C=C/c1ccc(O)c(O)c1)O[C@@H]1C[C@](O)(C(=O)O)C[C@@H](O)[C@H]1O. The pKi is 2.1. (3) The compound is Fc1cccc(Cl)c1CSc1ccccc1C1=NCCCN1. The target protein (P56450) has sequence MNSTHHHGMYTSLHLWNRSSYGLHGNASESLGKGHPDGGCYEQLFVSPEVFVTLGVISLLENILVIVAIAKNKNLHSPMYFFICSLAVADMLVSVSNGSETIVITLLNSTDTDAQSFTVNIDNVIDSVICSSLLASICSLLSIAVDRYFTIFYALQYHNIMTVRRVGIIISCIWAACTVSGVLFIIYSDSSAVIICLISMFFTMLVLMASLYVHMFLMARLHIKRIAVLPGTGTIRQGTNMKGAITLTILIGVFVVCWAPFFLHLLFYISCPQNPYCVCFMSHFNLYLILIMCNAVIDPLIYALRSQELRKTFKEIICFYPLGGICELSSRY. The pKi is 5.6. (4) The small molecule is Cc1n[nH]c2c(NCC(C)C)cc(NS(=O)(=O)c3cccc(-c4ccncc4)c3)cc12. The target protein (P0AF12) has sequence MKIGIIGAMEEEVTLLRDKIENRQTISLGGCEIYTGQLNGTEVALLKSGIGKVAAALGATLLLEHCKPDVIINTGSAGGLAPTLKVGDIVVSDEARYHDADVTAFGYEYGQLPGCPAGFKADDKLIAAAEACIAELNLNAVRGLIVSGDAFINGSVGLAKIRHNFPQAIAVEMEATAIAHVCHNFNVPFVVVRAISDVADQQSHLSFDEFLAVAAKQSSLMVESLVQKLAHG. The pKi is 6.6. (5) The drug is COc1ccc(Nc2nnc(SCc3ccccc3F)[nH]2)cc1. The target protein (P50579) has sequence MAGVEEVAASGSHLNGDLDPDDREEGAASTAEEAAKKKRRKKKKSKGPSAAGEQEPDKESGASVDEVARQLERSALEDKERDEDDEDGDGDGDGATGKKKKKKKKKRGPKVQTDPPSVPICDLYPNGVFPKGQECEYPPTQDGRTAAWRTTSEEKKALDQASEEIWNDFREAAEAHRQVRKYVMSWIKPGMTMIEICEKLEDCSRKLIKENGLNAGLAFPTGCSLNNCAAHYTPNAGDTTVLQYDDICKIDFGTHISGRIIDCAFTVTFNPKYDTLLKAVKDATNTGIKCAGIDVRLCDVGEAIQEVMESYEVEIDGKTYQVKPIRNLNGHSIGQYRIHAGKTVPIVKGGEATRMEEGEVYAIETFGSTGKGVVHDDMECSHYMKNFDVGHVPIRLPRTKHLLNVINENFGTLAFCRRWLDRLGESKYLMALKNLCDLGIVDPYPPLCDIKGSYTAQFEHTILLRPTCKEVVSRGDDY. The pKi is 9.6.